Dataset: Catalyst prediction with 721,799 reactions and 888 catalyst types from USPTO. Task: Predict which catalyst facilitates the given reaction. (1) Reactant: CC(C)([O-])C.[Na+].CC(C[AlH]CC(C)C)C.[C:16]1([N:22]2[C:26]3[CH:27]=[C:28]([C:31](OC)=[O:32])[CH:29]=[CH:30][C:25]=3[N:24]=[CH:23]2)[CH:21]=[CH:20][CH:19]=[CH:18][CH:17]=1. Product: [C:16]1([N:22]2[C:26]3[CH:27]=[C:28]([CH2:31][OH:32])[CH:29]=[CH:30][C:25]=3[N:24]=[CH:23]2)[CH:21]=[CH:20][CH:19]=[CH:18][CH:17]=1. The catalyst class is: 1. (2) Reactant: [C:1]1([CH2:7][S:8]([C:11]2[CH:12]=[C:13]3[C:17](=[CH:18][CH:19]=2)[NH:16][C:15](=[O:20])[CH2:14]3)(=[O:10])=[O:9])[CH:6]=[CH:5][CH:4]=[CH:3][CH:2]=1.[C:21]1([S:27]([C:30]2[C:31]([CH2:38][CH2:39][C:40]([OH:42])=[O:41])=[C:32]([CH:36]=O)[NH:33][C:34]=2[CH3:35])(=[O:29])=[O:28])[CH:26]=[CH:25][CH:24]=[CH:23][CH:22]=1.CC(O/N=C(/C(NCC=O)=O)\C1N=C(N)SC=1)(C(O)=O)C.N1CCCCC1. Product: [C:21]1([S:27]([C:30]2[C:31]([CH2:38][CH2:39][C:40]([OH:42])=[O:41])=[C:32](/[CH:36]=[C:14]3\[C:15](=[O:20])[NH:16][C:17]4[C:13]\3=[CH:12][C:11]([S:8]([CH2:7][C:1]3[CH:2]=[CH:3][CH:4]=[CH:5][CH:6]=3)(=[O:10])=[O:9])=[CH:19][CH:18]=4)[NH:33][C:34]=2[CH3:35])(=[O:28])=[O:29])[CH:22]=[CH:23][CH:24]=[CH:25][CH:26]=1. The catalyst class is: 8. (3) The catalyst class is: 58. Product: [N:19]([CH2:10][C:9]([N:8]([CH2:1][C:2]1[CH:7]=[CH:6][CH:5]=[CH:4][CH:3]=1)[C@H:13]([CH:15]1[CH2:18][CH2:17][CH2:16]1)[CH3:14])=[O:12])=[N+:20]=[N-:21]. Reactant: [CH2:1]([N:8]([C@H:13]([CH:15]1[CH2:18][CH2:17][CH2:16]1)[CH3:14])[C:9](=[O:12])[CH2:10]Br)[C:2]1[CH:7]=[CH:6][CH:5]=[CH:4][CH:3]=1.[N-:19]=[N+:20]=[N-:21].[Na+]. (4) Reactant: [CH2:1]([CH:3]1[CH2:12][NH:11][C:10]2[C:5](=[CH:6][CH:7]=[C:8]([C:13]([F:16])([F:15])[F:14])[CH:9]=2)[NH:4]1)[CH3:2].[F:17][C:18]([F:32])([F:31])[C:19]1[CH:20]=[C:21]([CH:24]=[C:25]([C:27]([F:30])([F:29])[F:28])[CH:26]=1)[CH:22]=O.C(O)(=O)C. Product: [F:17][C:18]([F:31])([F:32])[C:19]1[CH:20]=[C:21]([CH:24]=[C:25]([C:27]([F:30])([F:28])[F:29])[CH:26]=1)[CH2:22][N:11]1[C:10]2[C:5](=[CH:6][CH:7]=[C:8]([C:13]([F:16])([F:15])[F:14])[CH:9]=2)[NH:4][CH:3]([CH2:1][CH3:2])[CH2:12]1. The catalyst class is: 26. (5) Reactant: [F:1][C:2]1[CH:7]=[CH:6][C:5]([N:8]2[C:12]3([CH2:17][CH2:16][NH:15][CH2:14][CH2:13]3)[C:11](=[O:18])[N:10]([CH2:19][C:20]3[CH:21]=[C:22]([CH:30]=[CH:31][CH:32]=3)[C:23]([O:25][C:26]([CH3:29])([CH3:28])[CH3:27])=[O:24])[CH2:9]2)=[CH:4][CH:3]=1.[I-].[Na+].C(=O)(O)[O-].[K+].Cl[CH2:41][CH2:42][CH2:43][N:44]1[C:52]2[C:47](=[CH:48][CH:49]=[CH:50][CH:51]=2)[CH2:46][C:45]1=[O:53]. Product: [F:1][C:2]1[CH:3]=[CH:4][C:5]([N:8]2[C:12]3([CH2:13][CH2:14][N:15]([CH2:41][CH2:42][CH2:43][N:44]4[C:52]5[C:47](=[CH:48][CH:49]=[CH:50][CH:51]=5)[CH2:46][C:45]4=[O:53])[CH2:16][CH2:17]3)[C:11](=[O:18])[N:10]([CH2:19][C:20]3[CH:21]=[C:22]([CH:30]=[CH:31][CH:32]=3)[C:23]([O:25][C:26]([CH3:27])([CH3:28])[CH3:29])=[O:24])[CH2:9]2)=[CH:6][CH:7]=1. The catalyst class is: 131. (6) Reactant: [C:1]([C:3]1[CH:10]=[CH:9][C:6]([CH:7]=O)=[C:5]([N+]([O-])=O)[CH:4]=1)#[N:2].[SH:14][CH2:15][C:16]([O:18][CH3:19])=[O:17].C(N(CC)CC)C.C(O)(=O)C. Product: [C:1]([C:3]1[CH:10]=[CH:9][C:6]2[CH:7]=[C:15]([C:16]([O:18][CH3:19])=[O:17])[S:14][C:5]=2[CH:4]=1)#[N:2]. The catalyst class is: 16.